Dataset: Merck oncology drug combination screen with 23,052 pairs across 39 cell lines. Task: Regression. Given two drug SMILES strings and cell line genomic features, predict the synergy score measuring deviation from expected non-interaction effect. (1) Drug 1: CC1CC2C3CCC4=CC(=O)C=CC4(C)C3(F)C(O)CC2(C)C1(O)C(=O)CO. Drug 2: CS(=O)(=O)CCNCc1ccc(-c2ccc3ncnc(Nc4ccc(OCc5cccc(F)c5)c(Cl)c4)c3c2)o1. Cell line: SW620. Synergy scores: synergy=-4.67. (2) Drug 1: O=P1(N(CCCl)CCCl)NCCCO1. Drug 2: Cn1cc(-c2cnn3c(N)c(Br)c(C4CCCNC4)nc23)cn1. Cell line: RPMI7951. Synergy scores: synergy=7.51. (3) Drug 1: O=S1(=O)NC2(CN1CC(F)(F)F)C1CCC2Cc2cc(C=CCN3CCC(C(F)(F)F)CC3)ccc2C1. Drug 2: Nc1ccn(C2OC(CO)C(O)C2(F)F)c(=O)n1. Cell line: RKO. Synergy scores: synergy=-13.2. (4) Drug 1: N#Cc1ccc(Cn2cncc2CN2CCN(c3cccc(Cl)c3)C(=O)C2)cc1. Synergy scores: synergy=14.3. Cell line: OV90. Drug 2: NC(=O)c1cccc2cn(-c3ccc(C4CCCNC4)cc3)nc12.